From a dataset of Experimentally validated miRNA-target interactions with 360,000+ pairs, plus equal number of negative samples. Binary Classification. Given a miRNA mature sequence and a target amino acid sequence, predict their likelihood of interaction. (1) The miRNA is dme-miR-263b-5p with sequence CUUGGCACUGGGAGAAUUCAC. The protein sequence of the target gene is MAGCTRKLTHLRKRIHRPRRRTTRRWKRWFKFRKRKGEKRPRPNHKAVARRAKLKFSTSEKLHWPEQELAKKSILNAEDSLIIDNKRSISHLSSGVLKDIFTTGTSSYNVLLQSKEEKKYHSQKQSSSTYSKRCRKPSKSPNTSRSKDPRRMKALVPVTSSGTWYCLERRPAVFVTSSVSSPVKFTHDISVTGNGIVLPPKPKSKVKWCHFSTLPKPKPQLSRSFEKGDDFSGKKFCILTAIKPTNLEKEKLRFFKSDYTYNPQFEYANPALPSVLAKHSHASDRFLKQIVVHLTEDLLS.... Result: 0 (no interaction). (2) The miRNA is hsa-miR-3668 with sequence AAUGUAGAGAUUGAUCAAAAU. The protein sequence of the target gene is MEASGKLICRQRQVLFSFLLLGLSLAGAAEPRSYSVVEETEGSSFVTNLAKDLGLEQREFSRRGVRVVSRGNKLHLQLNQETADLLLNEKLDREDLCGHTEPCVLRFQVLLESPFEFFQAELQVIDINDHSPVFLDKQMLVKVSESSPPGTAFPLKNAEDLDIGQNNIENYIISPNSYFRVLTRKRSDGRKYPELVLDKALDREEEAELRLTLTALDGGSPPRSGTAQVYIEVVDVNDNAPEFEQPFYRVQISEDSPISFLVVKVSATDVDTGVNGEISYSLFQASDEISKTFKVDFLTG.... Result: 0 (no interaction). (3) The miRNA is mmu-miR-882 with sequence AGGAGAGAGUUAGCGCAUUAGU. The protein sequence of the target gene is MGDMTNSDFYSKNQRNESSHGGEFGCTMEELRSLMELRGTEAVVKIKETYGDTEAICRRLKTSPVEGLPGTAPDLEKRKQIFGQNFIPPKKPKTFLQLVWEALQDVTLIILEIAAIISLGLSFYHPPGESNEGCATAQGGAEDEGEAEAGWIEGAAILLSVICVVLVTAFNDWSKEKQFRGLQSRIEQEQKFTVVRAGQVVQIPVAEIVVGDIAQIKYGDLLPADGLFIQGNDLKIDESSLTGESDQVRKSVDKDPMLLSGTHVMEGSGRMVVTAVGVNSQTGIIFTLLGAGGEEEEKKD.... Result: 1 (interaction). (4) The miRNA is hsa-miR-30a-5p with sequence UGUAAACAUCCUCGACUGGAAG. The protein sequence of the target gene is MVEEENIRVVRCGGSELNFRRAVFSADSKYIFCVSGDFVKVYSTVTEECVHILHGHRNLVTGIQLNPNNHLQLYSCSLDGTIKLWDYIDGILIKTFIVGCKLHALFTLAQAEDSVFVIVNKEKPDIFQLVSVKLPKSSSQEVEAKELSFVLDYINQSPKCIAFGNEGVYVAAVREFYLSVYFFKKKTTSRFTLSSSRNKKHAKNNFTCVACHPTEDCIASGHMDGKIRLWRNFYDDKKYTYTCLHWHHDMVMDLAFSVTGTSLLSGGRESVLVEWRDATEKNKEFLPRLGATIEHISVSP.... Result: 1 (interaction). (5) The miRNA is hsa-miR-4430 with sequence AGGCUGGAGUGAGCGGAG. The protein sequence of the target gene is MAAWGKKHAGKDPVRDECEERNRFTETREEDVTDEHGEREPFAETDEHTGANTKKPEDTAEDLTAKRKRMKMDKTCSKTKNKSKHALRKKQLKRQKRDYIHSLKLLNVLEEYITDEQKEEEEEEGEEEELIRIFQEQQKKWQQYRSVRRERLKEMKLLRDQFVKALEDFEDLCDRVFSDEDSELDN. Result: 1 (interaction). (6) The miRNA is hsa-miR-7152-3p with sequence UCUGGUCCUGGACAGGAGGC. The protein sequence of the target gene is MTKSYSESGLMGEPQPQGPPSWTDECLSSQDEEHEADKKEDELEAMNAEEDSLRNGGEEEEEDEDLEEEEEEEEEEEDQKPKRRGPKKKKMTKARLERFKLRRMKANARERNRMHGLNAALDNLRKVVPCYSKTQKLSKIETLRLAKNYIWALSEILRSGKSPDLVSFVQTLCKGLSQPTTNLVAGCLQLNPRTFLPEQNPDMPPHLPTASASFPVHPYSYQSPGLPSPPYGTMDSSHVFHVKPPPHAYSAALEPFFESPLTDCTSPSFDGPLSPPLSINGNFSFKHEPSAEFEKNYAFT.... Result: 0 (no interaction). (7) The miRNA is mmu-miR-211-5p with sequence UUCCCUUUGUCAUCCUUUGCCU. The protein sequence of the target gene is MHHQQRMAALGTDKELSDLLDFSAMFSPPVSSGKNGPTSLASGHFTGSNVEDRSSSGSWGTGGHPSPSRNYGDGTPYDHMTSRDLGSHDNLSPPFVNSRIQSKTERGSYSSYGRENVQGCHQQSLLGGDMDMGNPGTLSPTKPGSQYYQYSSNNARRRPLHSSAMEVQTKKVRKVPPGLPSSVYAPSASTADYNRDSPGYPSSKPAASTFPSSFFMQDGHHSSDPWSSSSGMNQPGYGGMLGNSSHIPQSSSYCSLHPHERLSYPSHSSADINSSLPPMSTFHRSGTNHYSTSSCTPPAN.... Result: 1 (interaction).